This data is from Merck oncology drug combination screen with 23,052 pairs across 39 cell lines. The task is: Regression. Given two drug SMILES strings and cell line genomic features, predict the synergy score measuring deviation from expected non-interaction effect. (1) Drug 1: N.N.O=C(O)C1(C(=O)O)CCC1.[Pt]. Drug 2: NC1(c2ccc(-c3nc4ccn5c(=O)[nH]nc5c4cc3-c3ccccc3)cc2)CCC1. Cell line: VCAP. Synergy scores: synergy=-4.83. (2) Drug 1: COc1cccc2c1C(=O)c1c(O)c3c(c(O)c1C2=O)CC(O)(C(=O)CO)CC3OC1CC(N)C(O)C(C)O1. Drug 2: N#Cc1ccc(Cn2cncc2CN2CCN(c3cccc(Cl)c3)C(=O)C2)cc1. Cell line: SW837. Synergy scores: synergy=-17.8. (3) Drug 1: O=S1(=O)NC2(CN1CC(F)(F)F)C1CCC2Cc2cc(C=CCN3CCC(C(F)(F)F)CC3)ccc2C1. Drug 2: CN(C)C(=N)N=C(N)N. Cell line: MDAMB436. Synergy scores: synergy=6.48. (4) Drug 1: CS(=O)(=O)CCNCc1ccc(-c2ccc3ncnc(Nc4ccc(OCc5cccc(F)c5)c(Cl)c4)c3c2)o1. Drug 2: O=C(O)C1(Cc2cccc(Nc3nccs3)n2)CCC(Oc2cccc(Cl)c2F)CC1. Cell line: ES2. Synergy scores: synergy=14.5.